From a dataset of Peptide-MHC class I binding affinity with 185,985 pairs from IEDB/IMGT. Regression. Given a peptide amino acid sequence and an MHC pseudo amino acid sequence, predict their binding affinity value. This is MHC class I binding data. The peptide sequence is KRLRPGGKK. The MHC is HLA-B27:05 with pseudo-sequence HLA-B27:05. The binding affinity (normalized) is 0.665.